From a dataset of Catalyst prediction with 721,799 reactions and 888 catalyst types from USPTO. Predict which catalyst facilitates the given reaction. (1) Reactant: [NH2:1][C@H:2]1[C:11]2[C:6](=[CH:7][CH:8]=[CH:9][CH:10]=2)[N:5]([C:12](=[O:14])[CH3:13])[C@@H:4]([CH:15]2[CH2:17][CH2:16]2)[C@@H:3]1[CH3:18].Br[C:20]1[CH:25]=[CH:24][CH:23]=[C:22]([F:26])[N:21]=1.CN(C1C(C2C(P(C3CCCCC3)C3CCCCC3)=CC=CC=2)=CC=CC=1)C.CC(C)([O-])C.[Na+]. Product: [CH:15]1([C@H:4]2[C@H:3]([CH3:18])[C@@H:2]([NH:1][C:20]3[CH:25]=[CH:24][CH:23]=[C:22]([F:26])[N:21]=3)[C:11]3[C:6](=[CH:7][CH:8]=[CH:9][CH:10]=3)[N:5]2[C:12](=[O:14])[CH3:13])[CH2:17][CH2:16]1. The catalyst class is: 62. (2) Reactant: [CH2:1]([CH:3]([CH2:29][CH2:30][CH2:31][CH3:32])[CH2:4][C:5]1[C:10]([CH2:11][CH:12]([CH2:17][CH3:18])[CH2:13][CH2:14][CH2:15][CH3:16])=[CH:9][C:8]([C:19]2[CH:23]=[CH:22][S:21][CH:20]=2)=[C:7]([C:24]2[CH:28]=[CH:27][S:26][CH:25]=2)[CH:6]=1)[CH3:2].B(F)(F)F.CCOCC.C(C1C(=O)C(Cl)=C(Cl)C(=O)C=1C#N)#N. Product: [CH2:1]([CH:3]([CH2:29][CH2:30][CH2:31][CH3:32])[CH2:4][C:5]1[CH:6]=[C:7]2[C:24]3[CH:28]=[CH:27][S:26][C:25]=3[C:20]3[S:21][CH:22]=[CH:23][C:19]=3[C:8]2=[CH:9][C:10]=1[CH2:11][CH:12]([CH2:17][CH3:18])[CH2:13][CH2:14][CH2:15][CH3:16])[CH3:2]. The catalyst class is: 5. (3) Reactant: F[C:2]1[CH:9]=[CH:8][C:7]([C:10]([F:13])([F:12])[F:11])=[CH:6][C:3]=1[CH:4]=[O:5].[CH2:14]([NH:18][CH2:19][CH3:20])[CH2:15][CH2:16][CH3:17].C(=O)([O-])[O-].[K+].[K+].O. Product: [CH2:14]([N:18]([CH2:19][CH3:20])[C:2]1[CH:9]=[CH:8][C:7]([C:10]([F:13])([F:12])[F:11])=[CH:6][C:3]=1[CH:4]=[O:5])[CH2:15][CH2:16][CH3:17]. The catalyst class is: 715. (4) Reactant: [CH3:1][O:2][C:3](=[O:12])[C:4]1[CH:9]=[CH:8][C:7]([Cl:10])=[C:6](Br)[CH:5]=1.[B:13]1([B:13]2[O:17][C:16]([CH3:19])([CH3:18])[C:15]([CH3:21])([CH3:20])[O:14]2)[O:17][C:16]([CH3:19])([CH3:18])[C:15]([CH3:21])([CH3:20])[O:14]1.CC([O-])=O.[K+]. Product: [CH3:1][O:2][C:3](=[O:12])[C:4]1[CH:9]=[CH:8][C:7]([Cl:10])=[C:6]([B:13]2[O:17][C:16]([CH3:19])([CH3:18])[C:15]([CH3:21])([CH3:20])[O:14]2)[CH:5]=1. The catalyst class is: 151. (5) Reactant: [C:1](=O)([O-])[O-].[K+].[K+].Br[CH2:8][C:9]([O:11][CH2:12][CH3:13])=[O:10].Cl.[C:15]([N:18]1[C:22]2[CH:23]=[CH:24][C:25]([Cl:27])=[CH:26][C:21]=2[S:20][CH:19]1[C:28]1[CH:33]=[C:32]([O:34][CH3:35])[CH:31]=[CH:30][C:29]=1[O:36][CH2:37][CH2:38][CH2:39][N:40]([CH2:44][CH2:45]OC)CCC)(=[O:17])[CH3:16].O. Product: [ClH:27].[C:15]([N:18]1[C:22]2[CH:23]=[CH:24][C:25]([Cl:27])=[CH:26][C:21]=2[S:20][CH:19]1[C:28]1[CH:33]=[C:32]([O:34][CH3:35])[CH:31]=[CH:30][C:29]=1[O:36][CH2:37][CH2:38][CH2:39][N:40]([CH2:8][C:9]([O:11][CH2:12][CH3:13])=[O:10])[CH:44]([CH3:45])[CH3:1])(=[O:17])[CH3:16]. The catalyst class is: 9.